Dataset: Catalyst prediction with 721,799 reactions and 888 catalyst types from USPTO. Task: Predict which catalyst facilitates the given reaction. Reactant: [CH:1]([C:3]1[CH:4]=[CH:5][C:6]([OH:13])=[C:7]([CH:12]=1)[C:8]([O:10][CH3:11])=[O:9])=[O:2].C(N(CC)CC)C.[CH3:21][S:22](Cl)(=[O:24])=[O:23]. Product: [CH:1]([C:3]1[CH:4]=[CH:5][C:6]([O:13][S:22]([CH3:21])(=[O:24])=[O:23])=[C:7]([CH:12]=1)[C:8]([O:10][CH3:11])=[O:9])=[O:2]. The catalyst class is: 13.